This data is from Experimentally validated miRNA-target interactions with 360,000+ pairs, plus equal number of negative samples. The task is: Binary Classification. Given a miRNA mature sequence and a target amino acid sequence, predict their likelihood of interaction. (1) The protein sequence of the target gene is MAVAPAGGQHAPALEALLGAGALRLLDSSQIVIISTAPDVGAPQLPAAPPTGPRDSDVLLFATPQAPRPAPSAPRPALGRPPVKRRLDLETDHQYLAGSSGPFRGRGRHPGKGVKSPGEKSRYETSLNLTTKRFLELLSRSADGVVDLNWAAEVLKVQKRRIYDITNVLEGIQLIAKKSKNHIQWLGSHTMVGIGKRLEGLTQDLQQLQESEQQLDHLMHICTTQLQLLSEDSDTQRLAYVTCQDLRSIADPAEQMVIVIKAPPETQLQAVDSSETFQISLKSKQGPIDVFLCPEESADG.... Result: 1 (interaction). The miRNA is mmu-miR-377-3p with sequence AUCACACAAAGGCAACUUUUGU. (2) The miRNA is hsa-miR-6823-5p with sequence UCAGGGUUGGUAGGGGUUGCU. The protein sequence of the target gene is MNGFGRLEHFSGAVYEGQFKDNMFHGLGTYTFPNGAKYTGNFNENRVEGEGEYTDIQGLEWSGNFHFTAAPDLKLKLHM. Result: 0 (no interaction). (3) The miRNA is hsa-miR-503-3p with sequence GGGGUAUUGUUUCCGCUGCCAGG. The protein sequence of the target gene is MSEFRIHHDVNELLSLLRVHGGDGAEVYIDLLQKNRTPYVTTTVSAHSAKVKIAEFSRTPEDFLKKYDELKSKNTRNLDPLVYLLSKLTEDKETLQYLQQNAKERAELAAAAVGSSTTSINVPAAASKISMQELEELRKQLGSVATGSTLQQSLELKRKMLRDKQNKKNSGQHLPIFPAWVYERPALIGDFLIGAGISTDTALPIGTLPLASQESAVVEDLLYVLVGVDGRYVSAQPLAGRQSRTFLVDPNLDLSIRELVHRILPVAASYSAVTRFIEEKSSFEYGQVNHALAAAMRTLV.... Result: 0 (no interaction). (4) The miRNA is hsa-miR-6124 with sequence GGGAAAAGGAAGGGGGAGGA. The protein sequence of the target gene is MAVDGTLVYIRVTLLLLWLGVFLSISGYCQAGPSQHFTSPEVVIPLKVISRGRSAKAPGWLSYSLRFGGQKHVVHMRVKKLLVSRHLPVFTYTDDRALLEDQLFIPDDCYYHGYVEAAPESLVVFSACFGGFRGVLKISGLTYEIEPIRHSATFEHLVYKINSNETQFPAMRCGLTEKEVARQQLEFEEAENSALEPKSAGDWWTHAWFLELVVVVNHDFFIYSQSNISKVQEDVFLVVNIVDSMYKQLGTYIILIGIEIWNQGNVFPMTSIEQVLNDFSQWKQISLSQLQHDAAHMFIK.... Result: 0 (no interaction). (5) The miRNA is hsa-miR-7845-5p with sequence AAGGGACAGGGAGGGUCGUGG. The protein sequence of the target gene is MDLIGFGYAALVTIGSVLGYKRRGGVPSLIAGLSVGLLAGYGAYRVSNDRRDVKVSLFTAFFLATIMGVRFKRSKKVMPAGLVAGLSLMMILRLVLLLL. Result: 0 (no interaction). (6) The protein sequence of the target gene is MDEETRHSLECIQANQIFPRKQLIREDENLQVPFLELHGESTEFVGRAEDAIIALSNYRLHIKFKESLVNVPLQLIESVECRDIFQLHLTCKDCKVIRCQFSTFEQCQEWLKRLNNAIRPPAKIEDLFSFAYHAWCMEVYASEKEQHGDLCRPGEHVTSRFKNEVERMGFDMNNAWRISNINEKYKLCGSYPQELIVPAWITDKELESVSSFRSWKRIPAVIYRHQSNGAVIARCGQPEVSWWGWRNADDEHLVQSVAKACASDSRSSGSKLSTRNTSRDFPNGGDLSDVEFDSSLSNAS.... The miRNA is hsa-miR-106b-5p with sequence UAAAGUGCUGACAGUGCAGAU. Result: 1 (interaction).